Regression/Classification. Given a drug SMILES string, predict its absorption, distribution, metabolism, or excretion properties. Task type varies by dataset: regression for continuous measurements (e.g., permeability, clearance, half-life) or binary classification for categorical outcomes (e.g., BBB penetration, CYP inhibition). Dataset: cyp2c9_veith. From a dataset of CYP2C9 inhibition data for predicting drug metabolism from PubChem BioAssay. The molecule is Cc1ccc(OCC(=O)N/N=C\c2c(C)n(C)c3ccccc23)c([N+](=O)[O-])c1. The result is 0 (non-inhibitor).